This data is from Reaction yield outcomes from USPTO patents with 853,638 reactions. The task is: Predict the reaction yield, written as a fraction of the theoretical maximum amount of product (1.0 means a 100% yield; for example, 0.34 means a 34% yield). (1) The reactants are [Br:1][C:2]1[CH:3]=[CH:4][C:5]([NH:9][CH:10]2[CH2:15][CH2:14][O:13][CH2:12][CH2:11]2)=[C:6]([OH:8])[CH:7]=1.Br[CH2:17][CH2:18]Br.C(=O)([O-])[O-].[K+].[K+]. The catalyst is CN(C=O)C. The product is [Br:1][C:2]1[CH:3]=[CH:4][C:5]2[N:9]([CH:10]3[CH2:15][CH2:14][O:13][CH2:12][CH2:11]3)[CH2:17][CH2:18][O:8][C:6]=2[CH:7]=1. The yield is 0.560. (2) The reactants are [C:1]1([CH2:7][C:8](Cl)=O)[CH:6]=[CH:5][CH:4]=[CH:3][CH:2]=1.[CH2:11]([O:13][C:14](=[O:33])[C:15]1[C:20]([NH:21][C:22]2[CH:27]=[CH:26][C:25]([Br:28])=[CH:24][C:23]=2[Cl:29])=[C:19]([Cl:30])[C:18]([NH:31][NH2:32])=[N:17][CH:16]=1)C.C(N(CC)CC)C.O=P(Cl)(Cl)Cl. The catalyst is C(Cl)Cl.C(Cl)CCl. The product is [CH3:11][O:13][C:14]([C:15]1[C:20]([NH:21][C:22]2[CH:27]=[CH:26][C:25]([Br:28])=[CH:24][C:23]=2[Cl:29])=[C:19]([Cl:30])[C:18]2[N:17]([C:8]([CH2:7][C:1]3[CH:2]=[CH:3][CH:4]=[CH:5][CH:6]=3)=[N:32][N:31]=2)[CH:16]=1)=[O:33]. The yield is 0.300. (3) The reactants are [N+:1]([C:4]1[CH:5]=[C:6]([CH2:13][OH:14])[CH:7]=[CH:8][C:9]=1[N+:10]([O-:12])=[O:11])([O-:3])=[O:2].[Cr](Cl)([O-])(=O)=O.[NH+]1C=CC=CC=1.CCOCC. The catalyst is C(Cl)Cl. The product is [N+:1]([C:4]1[CH:5]=[C:6]([CH:7]=[CH:8][C:9]=1[N+:10]([O-:12])=[O:11])[CH:13]=[O:14])([O-:3])=[O:2]. The yield is 0.710. (4) The reactants are Cl[C:2]1[C:11]2[C:6](=[CH:7][C:8]([O:13][CH3:14])=[C:9]([F:12])[CH:10]=2)[C:5]([N:15]2[CH2:20][CH2:19][O:18][CH2:17][CH2:16]2)=[CH:4][N:3]=1.[F-:21].[Cs+]. The catalyst is CS(C)=O.O. The product is [F:21][C:2]1[C:11]2[C:6](=[CH:7][C:8]([O:13][CH3:14])=[C:9]([F:12])[CH:10]=2)[C:5]([N:15]2[CH2:20][CH2:19][O:18][CH2:17][CH2:16]2)=[CH:4][N:3]=1. The yield is 0.519. (5) The reactants are [C:1]([C:3]1[CH:4]=[C:5]([NH:9][C:10](=[O:33])[NH:11][C:12]2[CH:17]=[CH:16][C:15]([S:18]([NH:21][NH:22][C:23]3[CH:28]=[CH:27][C:26]([S:29]([NH2:32])(=[O:31])=[O:30])=[CH:25][CH:24]=3)(=[O:20])=[O:19])=[CH:14][CH:13]=2)[CH:6]=[CH:7][CH:8]=1)#[N:2].[CH2:34]([N:38]1[CH2:43][CH2:42][NH:41][CH2:40][CH2:39]1)[CH2:35][CH2:36][CH3:37]. No catalyst specified. The product is [CH2:34]([N:38]1[CH2:43][CH2:42][N:41]([C:1](=[NH:2])[C:3]2[CH:4]=[C:5]([NH:9][C:10](=[O:33])[NH:11][C:12]3[CH:17]=[CH:16][C:15]([S:18]([NH:21][NH:22][C:23]4[CH:28]=[CH:27][C:26]([S:29]([NH2:32])(=[O:31])=[O:30])=[CH:25][CH:24]=4)(=[O:20])=[O:19])=[CH:14][CH:13]=3)[CH:6]=[CH:7][CH:8]=2)[CH2:40][CH2:39]1)[CH2:35][CH2:36][CH3:37]. The yield is 0.100. (6) The reactants are [Si:1]([O:18][CH2:19][CH2:20][CH:21]1[CH2:24][CH:23]([OH:25])[CH2:22]1)([C:14]([CH3:17])([CH3:16])[CH3:15])([C:8]1[CH:13]=[CH:12][CH:11]=[CH:10][CH:9]=1)[C:2]1[CH:7]=[CH:6][CH:5]=[CH:4][CH:3]=1.[O:26]1[CH:31]=[CH:30][CH2:29][CH2:28][CH2:27]1.N1C=CC=CC=1.C1(C)C=CC(S(O)(=O)=O)=CC=1. The catalyst is O1CCCC1. The product is [C:14]([Si:1]([C:8]1[CH:13]=[CH:12][CH:11]=[CH:10][CH:9]=1)([C:2]1[CH:3]=[CH:4][CH:5]=[CH:6][CH:7]=1)[O:18][CH2:19][CH2:20][CH:21]1[CH2:24][CH:23]([O:25][CH:27]2[CH2:28][CH2:29][CH2:30][CH2:31][O:26]2)[CH2:22]1)([CH3:17])([CH3:15])[CH3:16]. The yield is 1.05. (7) The reactants are [CH2:1]([O:5][C:6]1[CH:10]=[C:9]([CH2:11][CH2:12][C:13]([O:15]CC)=[O:14])[N:8]([CH2:18][C:19]2[CH:24]=[CH:23][C:22]([Cl:25])=[CH:21][C:20]=2[Cl:26])[N:7]=1)[CH2:2][CH2:3][CH3:4].[OH-].[Na+].O1CCCC1. The catalyst is C(O)C. The product is [CH2:1]([O:5][C:6]1[CH:10]=[C:9]([CH2:11][CH2:12][C:13]([OH:15])=[O:14])[N:8]([CH2:18][C:19]2[CH:24]=[CH:23][C:22]([Cl:25])=[CH:21][C:20]=2[Cl:26])[N:7]=1)[CH2:2][CH2:3][CH3:4]. The yield is 0.880.